This data is from Forward reaction prediction with 1.9M reactions from USPTO patents (1976-2016). The task is: Predict the product of the given reaction. Given the reactants NC1C=CC(N2CCC[C@H](C(N3CCN(C)CC3)=O)C2)=CC=1OC.[CH3:25][O:26][C:27]1[CH:32]=[CH:31][C:30]([C:33]([N:35]2[CH2:40][CH2:39][O:38][CH2:37][CH2:36]2)=[O:34])=[CH:29][C:28]=1[N+:41]([O-])=O, predict the reaction product. The product is: [NH2:41][C:28]1[CH:29]=[C:30]([C:33]([N:35]2[CH2:36][CH2:37][O:38][CH2:39][CH2:40]2)=[O:34])[CH:31]=[CH:32][C:27]=1[O:26][CH3:25].